Dataset: Experimentally validated miRNA-target interactions with 360,000+ pairs, plus equal number of negative samples. Task: Binary Classification. Given a miRNA mature sequence and a target amino acid sequence, predict their likelihood of interaction. (1) The miRNA is hsa-miR-1298-3p with sequence CAUCUGGGCAACUGACUGAAC. The protein sequence of the target gene is MEPDGTYEPGFVGIRFCQECNNMLYPKEDKENRILLYACRNCDYQQEADNSCIYVNKITHEVDELTQIIADVSQDPTLPRTEDHPCQKCGHKEAVFFQSHSARAEDAMRLYYVCTAPHCGHRWTE. Result: 0 (no interaction). (2) The protein sequence of the target gene is MVSVQKVPAIALCSGVSLALLHFLCLAACLNESPGQNSKDEKLCPENFTRILDSLLDGYDNRLRPGFGGPVTEVKTDIYVTSFGPVSDVEMEYTMDVFFRQTWIDKRLKYDGPIEILRLNNMMVTKVWTPDTFFRNGKKSVSHNMTAPNKLFRIMRNGTILYTMRLTISAECPMRLVDFPMDGHACPLKFGSYAYPKSEMIYTWTKGPEKSVEVPKESSSLVQYDLIGQTVSSETIKSITGEYIVMTVYFHLRRKMGYFMIQTYIPCIMTVILSQVSFWINKESVPARTVFGITTVLTMT.... The miRNA is hsa-miR-6813-3p with sequence AACCUUGGCCCCUCUCCCCAG. Result: 0 (no interaction). (3) The miRNA is hsa-miR-25-5p with sequence AGGCGGAGACUUGGGCAAUUG. The protein sequence of the target gene is MAATKTASYDEHFRPEKLREWPEPESVSLMEVLAREDIDEAVCAILFKENSIVKVTVPPFVDPLFQRQQEVDEERRTGLQCETGKRHSIKELEEIEKARLHASSPYFTFTSHCVIPKEWHKASARARSKTYKYSPEKLIYADKKQKRKEKKTADLSQAAFERQFLSSKLSQKNKVGERKGLVSRGLGRGWHAGLCSTHEQHILVPE. Result: 1 (interaction). (4) The miRNA is hsa-miR-6769b-3p with sequence CCCUCUCUGUCCCACCCAUAG. The protein sequence of the target gene is MYQGHMQKSKEQGYGKLSSDEDLEIIVDQKQGKGSRAADKAVAMVMKEIPREESAEEKPLLTMTSQLVNEQQESRPLLSPSIDDFLCETKSEAIARPVTSNTAVLTTGLDLLDLSEPVSQTQTKAKKSEPSSKTSSLKKKADGSDLISTDAEQRGQPLRVPETSSLDLDIQTQLEKWDDVKFHGDRNTKGHPMAERKSSSSRTGSKELLWSSEHRSQPELSGGKSALNSESASELELVAPTQARLTKEHRWGSALLSRNHSLEEEFERAKAAVESDTEFWDKMQAEWEEMARRNWISENQ.... Result: 1 (interaction). (5) The miRNA is hsa-miR-4521 with sequence GCUAAGGAAGUCCUGUGCUCAG. The protein sequence of the target gene is MKPALLPWALLLLATALGPGPGPTADAQESCSMRCGALDGPCSCHPTCSGLGTCCLDFRDFCLEILPYSGSMMGGKDFVVRHFKMSSPTDASVICRFKDSIQTLGHVDSSGQVHCVSPLLYESGRIPFTVSLDNGHSFPRAGTWLAVHPNKVSMMEKSELVNETRWQYYGTANTSGNLSLTWHVKSLPTQTITIELWGYEETGMPYSQEWTAKWSYLYPLATHIPNSGSFTFTPKPAPPSYQRWRVGALRIIDSKNYAGQKDVQALWTNDHALAWHLSDDFREDPVAWARTQCQAWEELE.... Result: 0 (no interaction). (6) The miRNA is mmu-miR-770-5p with sequence AGCACCACGUGUCUGGGCCACG. The protein sequence of the target gene is MAASAALILPESPSMKKAVPLINAIDTGRFPRLLSRILQKLHLKAESSFSEEEEEKLQAAFSLEKQELHLVLETISFVLEQAVYHNVKPAALQQQLEMIHLRKDKAEAFASAWSAMGQETVEKFRQRILGPHKLETVGWQLNLQMAHSAQAKLQSPQAVLQLGVSKEDAKNVEKVLVEFNHKELFDFYNKLETIQAQLDSLT. Result: 0 (no interaction). (7) The miRNA is hsa-miR-1301-3p with sequence UUGCAGCUGCCUGGGAGUGACUUC. The protein sequence of the target gene is MSHRKFSAPRHGSLGFLPRKRSSRHRGKVKSFPKDDPSKPVHLTAFLGYKAGMTHIVREVDRPGSKVNKKEVVEAVTIVETPPMVVVGIVGYVETPRGLRTFKTVFAEHISDECKRRFYKNWHKSKKKAFTKYCKKWQDEDGKKQLEKDFSSMKKYCQVIRVIAHTQMRLLPLRQKKAHLMEIQVNGGTVAEKLDWARERLEQQVPVNQVFGQDEMIDVIGVTKGKGYKGVTSRWHTKKLPRKTHRGLRKVACIGAWHPARVAFSVARAGQKGYHHRTEINKKIYKIGQGYLIKDGKLIK.... Result: 1 (interaction). (8) The miRNA is hsa-miR-5700 with sequence UAAUGCAUUAAAUUAUUGAAGG. The protein sequence of the target gene is MPVQAAQWTEFLSCPICYNEFDENVHKPISLGCSHTVCKTCLNKLHRKACPFDQTAINTDIDVLPVNFALLQLVGAQVPDHQSIKLSNLGENKHYEVAKKCVEDLALYLKPLSGGKGVASLNQSALSRPMQRKLVTLVNCQLVEEEGRVRAMRAARSLGERTVTELILQHQNPQQLSANLWAAVRARGCQFLGPAMQEEALKLVLLALEDGSALSRKVLVLFVVQRLEPRFPQASKTSIGHVVQLLYRASCFKVTKRDEDSSLMQLKEEFRSYEALRREHDAQIVHIAMEAGLRISPEQW.... Result: 0 (no interaction). (9) The miRNA is hsa-miR-4534 with sequence GGAUGGAGGAGGGGUCU. The protein sequence of the target gene is MHRDAWLPRPAFSLTGLSLFFSLVPPGRSMEVTVPATLNVLNGSDARLPCTFNSCYTVNHKQFSLNWTYQECNNCSEEMFLQFRMKIINLKLERFQDRVEFSGNPSKYDVSVMLRNVQPEDEGIYNCYIMNPPDRHRGHGKIHLQVLMEEPPERDSTVAVIVGASVGGFLAVVILVLMVVKCVRRKKEQKLSTDDLKTEEEGKTDGEGNPDDGAK. Result: 1 (interaction).